Regression. Given two drug SMILES strings and cell line genomic features, predict the synergy score measuring deviation from expected non-interaction effect. From a dataset of NCI-60 drug combinations with 297,098 pairs across 59 cell lines. (1) Drug 1: COC1=CC(=CC(=C1O)OC)C2C3C(COC3=O)C(C4=CC5=C(C=C24)OCO5)OC6C(C(C7C(O6)COC(O7)C8=CC=CS8)O)O. Drug 2: CC12CCC3C(C1CCC2O)C(CC4=C3C=CC(=C4)O)CCCCCCCCCS(=O)CCCC(C(F)(F)F)(F)F. Cell line: TK-10. Synergy scores: CSS=27.9, Synergy_ZIP=-2.07, Synergy_Bliss=4.36, Synergy_Loewe=2.62, Synergy_HSA=6.40. (2) Drug 1: C1CCC(C1)C(CC#N)N2C=C(C=N2)C3=C4C=CNC4=NC=N3. Drug 2: B(C(CC(C)C)NC(=O)C(CC1=CC=CC=C1)NC(=O)C2=NC=CN=C2)(O)O. Cell line: MOLT-4. Synergy scores: CSS=47.3, Synergy_ZIP=13.1, Synergy_Bliss=14.2, Synergy_Loewe=-5.02, Synergy_HSA=15.8. (3) Drug 1: CC1=C(C(=CC=C1)Cl)NC(=O)C2=CN=C(S2)NC3=CC(=NC(=N3)C)N4CCN(CC4)CCO. Drug 2: C1C(C(OC1N2C=NC3=C2NC=NCC3O)CO)O. Cell line: ACHN. Synergy scores: CSS=28.6, Synergy_ZIP=-1.54, Synergy_Bliss=0.838, Synergy_Loewe=-38.7, Synergy_HSA=-1.68. (4) Drug 1: CC(CN1CC(=O)NC(=O)C1)N2CC(=O)NC(=O)C2. Drug 2: CCC(=C(C1=CC=CC=C1)C2=CC=C(C=C2)OCCN(C)C)C3=CC=CC=C3.C(C(=O)O)C(CC(=O)O)(C(=O)O)O. Cell line: SF-539. Synergy scores: CSS=15.3, Synergy_ZIP=-4.47, Synergy_Bliss=-0.247, Synergy_Loewe=0.0656, Synergy_HSA=0.126. (5) Drug 1: CN(C)C1=NC(=NC(=N1)N(C)C)N(C)C. Drug 2: C1CN(P(=O)(OC1)NCCCl)CCCl. Cell line: MALME-3M. Synergy scores: CSS=-8.01, Synergy_ZIP=1.74, Synergy_Bliss=-3.60, Synergy_Loewe=-8.56, Synergy_HSA=-9.47. (6) Drug 1: C1CCC(CC1)NC(=O)N(CCCl)N=O. Drug 2: CN(CCCl)CCCl.Cl. Cell line: SW-620. Synergy scores: CSS=45.3, Synergy_ZIP=-0.211, Synergy_Bliss=4.72, Synergy_Loewe=4.62, Synergy_HSA=6.09. (7) Drug 1: C#CCC(CC1=CN=C2C(=N1)C(=NC(=N2)N)N)C3=CC=C(C=C3)C(=O)NC(CCC(=O)O)C(=O)O. Drug 2: C1=NC2=C(N1)C(=S)N=CN2. Cell line: UACC62. Synergy scores: CSS=17.6, Synergy_ZIP=-1.93, Synergy_Bliss=-3.11, Synergy_Loewe=-1.77, Synergy_HSA=-1.74. (8) Drug 1: CC(CN1CC(=O)NC(=O)C1)N2CC(=O)NC(=O)C2. Drug 2: CC1=C(C=C(C=C1)NC(=O)C2=CC=C(C=C2)CN3CCN(CC3)C)NC4=NC=CC(=N4)C5=CN=CC=C5. Cell line: HT29. Synergy scores: CSS=36.8, Synergy_ZIP=-5.99, Synergy_Bliss=3.45, Synergy_Loewe=1.69, Synergy_HSA=3.04. (9) Drug 1: CC1=C2C(C(=O)C3(C(CC4C(C3C(C(C2(C)C)(CC1OC(=O)C(C(C5=CC=CC=C5)NC(=O)C6=CC=CC=C6)O)O)OC(=O)C7=CC=CC=C7)(CO4)OC(=O)C)O)C)OC(=O)C. Drug 2: CC1=C(N=C(N=C1N)C(CC(=O)N)NCC(C(=O)N)N)C(=O)NC(C(C2=CN=CN2)OC3C(C(C(C(O3)CO)O)O)OC4C(C(C(C(O4)CO)O)OC(=O)N)O)C(=O)NC(C)C(C(C)C(=O)NC(C(C)O)C(=O)NCCC5=NC(=CS5)C6=NC(=CS6)C(=O)NCCC[S+](C)C)O. Cell line: T-47D. Synergy scores: CSS=4.48, Synergy_ZIP=3.83, Synergy_Bliss=5.12, Synergy_Loewe=0.180, Synergy_HSA=1.12. (10) Drug 1: CC1=C(N=C(N=C1N)C(CC(=O)N)NCC(C(=O)N)N)C(=O)NC(C(C2=CN=CN2)OC3C(C(C(C(O3)CO)O)O)OC4C(C(C(C(O4)CO)O)OC(=O)N)O)C(=O)NC(C)C(C(C)C(=O)NC(C(C)O)C(=O)NCCC5=NC(=CS5)C6=NC(=CS6)C(=O)NCCC[S+](C)C)O. Drug 2: CC12CCC3C(C1CCC2OP(=O)(O)O)CCC4=C3C=CC(=C4)OC(=O)N(CCCl)CCCl.[Na+]. Cell line: SK-MEL-5. Synergy scores: CSS=49.7, Synergy_ZIP=-6.18, Synergy_Bliss=-4.17, Synergy_Loewe=-0.482, Synergy_HSA=-0.451.